This data is from Forward reaction prediction with 1.9M reactions from USPTO patents (1976-2016). The task is: Predict the product of the given reaction. (1) The product is: [Cl:1][C:2]1[N:10]=[C:9]2[C:5]([NH:6][CH:7]=[N:8]2)=[C:4]([NH:25][CH2:24][C:23]2[CH:26]=[CH:27][C:20]([Cl:19])=[CH:21][CH:22]=2)[N:3]=1. Given the reactants [Cl:1][C:2]1[N:10]=[C:9]2[C:5]([NH:6][CH:7]=[N:8]2)=[C:4](Cl)[N:3]=1.C(N(CC)CC)C.[Cl:19][C:20]1[CH:27]=[CH:26][C:23]([CH2:24][NH2:25])=[CH:22][CH:21]=1, predict the reaction product. (2) The product is: [N:21]1([C:26]2[CH:32]=[CH:31][C:29]([NH:30][C:6]3[N:7]=[C:8]([CH3:20])[C:9]4[CH:15]=[C:14]([Br:16])[C:13](=[O:17])[N:12]([CH2:18][CH3:19])[C:10]=4[N:11]=3)=[CH:28][CH:27]=2)[CH:25]=[CH:24][N:23]=[CH:22]1. Given the reactants CS(C)=O.Br[C:6]1[N:7]=[C:8]([CH3:20])[C:9]2[CH:15]=[C:14]([Br:16])[C:13](=[O:17])[N:12]([CH2:18][CH3:19])[C:10]=2[N:11]=1.[N:21]1([C:26]2[CH:32]=[CH:31][C:29]([NH2:30])=[CH:28][CH:27]=2)[CH:25]=[CH:24][N:23]=[CH:22]1, predict the reaction product. (3) Given the reactants [C:1]([NH:4][NH:5][C:6]([C:8]1[N:9]=[N:10][C:11]([N:14]2[CH2:19][CH2:18][CH:17]([O:20][C:21]3[CH:26]=[CH:25][CH:24]=[CH:23][C:22]=3[C:27]([F:30])([F:29])[F:28])[CH2:16][CH2:15]2)=[CH:12][CH:13]=1)=O)(=O)[CH3:2].P12(SP3(SP(SP(S3)(S1)=S)(=S)S2)=S)=[S:32], predict the reaction product. The product is: [CH3:2][C:1]1[S:32][C:6]([C:8]2[N:9]=[N:10][C:11]([N:14]3[CH2:19][CH2:18][CH:17]([O:20][C:21]4[CH:26]=[CH:25][CH:24]=[CH:23][C:22]=4[C:27]([F:30])([F:29])[F:28])[CH2:16][CH2:15]3)=[CH:12][CH:13]=2)=[N:5][N:4]=1. (4) Given the reactants [F:1][CH:2]([F:33])[O:3][C:4]1[CH:5]=[C:6]([N:20]2[C:24]3=[N:25][CH:26]=[CH:27][CH:28]=[C:23]3[C:22]([C:29]([O:31]C)=O)=[N:21]2)[CH:7]=[C:8]([C:10]#[C:11][C@:12]2([OH:19])[CH2:16][CH2:15][N:14]([CH3:17])[C:13]2=[O:18])[CH:9]=1.[NH3:34], predict the reaction product. The product is: [F:33][CH:2]([F:1])[O:3][C:4]1[CH:5]=[C:6]([N:20]2[C:24]3=[N:25][CH:26]=[CH:27][CH:28]=[C:23]3[C:22]([C:29]([NH2:34])=[O:31])=[N:21]2)[CH:7]=[C:8]([C:10]#[C:11][C@:12]2([OH:19])[CH2:16][CH2:15][N:14]([CH3:17])[C:13]2=[O:18])[CH:9]=1. (5) Given the reactants [Cl:1][C:2]1[CH:7]=[CH:6][C:5]([C:8]2[CH:41]=[CH:40][C:39]([N+:42]([O-])=O)=[CH:38][C:9]=2[CH2:10][O:11][C:12]2[CH:17]=[CH:16][C:15]([C:18]3[N:22]([CH:23]4[CH2:28][CH2:27][CH2:26][CH2:25][CH2:24]4)[C:21]4[CH:29]=[CH:30][C:31]([C:33]([O:35][CH3:36])=[O:34])=[CH:32][C:20]=4[N:19]=3)=[C:14]([F:37])[CH:13]=2)=[CH:4][CH:3]=1.O.O.[Sn](Cl)Cl, predict the reaction product. The product is: [NH2:42][C:39]1[CH:40]=[CH:41][C:8]([C:5]2[CH:6]=[CH:7][C:2]([Cl:1])=[CH:3][CH:4]=2)=[C:9]([CH:38]=1)[CH2:10][O:11][C:12]1[CH:17]=[CH:16][C:15]([C:18]2[N:22]([CH:23]3[CH2:28][CH2:27][CH2:26][CH2:25][CH2:24]3)[C:21]3[CH:29]=[CH:30][C:31]([C:33]([O:35][CH3:36])=[O:34])=[CH:32][C:20]=3[N:19]=2)=[C:14]([F:37])[CH:13]=1. (6) Given the reactants CCOC(C)=O.Cl.[Cl:8][C:9]1[CH:14]=[CH:13][CH:12]=[CH:11][C:10]=1[N:15]1[C:19]([C:20]2[N:21]=[C:22]3[C:28]4[CH:29]=[CH:30][C:31]([C:33]5[CH:38]=[CH:37][C:36]([Cl:39])=[CH:35][CH:34]=5)=[CH:32][C:27]=4[O:26][CH2:25][CH2:24][N:23]3[CH:40]=2)=[N:18][C:17]([NH:41]C(=O)O)=[N:16]1, predict the reaction product. The product is: [Cl:8][C:9]1[CH:14]=[CH:13][CH:12]=[CH:11][C:10]=1[N:15]1[C:19]([C:20]2[N:21]=[C:22]3[C:28]4[CH:29]=[CH:30][C:31]([C:33]5[CH:38]=[CH:37][C:36]([Cl:39])=[CH:35][CH:34]=5)=[CH:32][C:27]=4[O:26][CH2:25][CH2:24][N:23]3[CH:40]=2)=[N:18][C:17]([NH2:41])=[N:16]1.